Dataset: Catalyst prediction with 721,799 reactions and 888 catalyst types from USPTO. Task: Predict which catalyst facilitates the given reaction. (1) Reactant: [Br:1][C:2]1[CH:3]=[CH:4][C:5]([OH:10])=[C:6]([CH:9]=1)[CH:7]=[O:8].[CH2:11](Br)[C:12]1[CH:17]=[CH:16][CH:15]=[CH:14][CH:13]=1.[I-].[K+].C(=O)([O-])[O-].[K+].[K+]. Product: [CH2:11]([O:10][C:5]1[CH:4]=[CH:3][C:2]([Br:1])=[CH:9][C:6]=1[CH:7]=[O:8])[C:12]1[CH:17]=[CH:16][CH:15]=[CH:14][CH:13]=1. The catalyst class is: 372. (2) Reactant: [N+:1]([C:4]1[NH:8][N:7]=[CH:6][CH:5]=1)([O-:3])=[O:2].C(O)(=O)C.[Cl:13][C:14]1[CH:15]=[C:16]([CH:33]=[CH:34][C:35]=1[Cl:36])[O:17][C:18]1[C:19](=[O:32])[NH:20][C:21](S(C)(=O)=O)=[N:22][C:23]=1[C:24]([F:27])([F:26])[F:25]. Product: [N+:1]([C:4]1[CH:5]=[CH:6][N:7]([C:21]2[NH:20][C:19](=[O:32])[C:18]([O:17][C:16]3[CH:33]=[CH:34][C:35]([Cl:36])=[C:14]([Cl:13])[CH:15]=3)=[C:23]([C:24]([F:25])([F:27])[F:26])[N:22]=2)[N:8]=1)([O-:3])=[O:2]. The catalyst class is: 12. (3) Product: [C:1]([C:3]1[C:4]([CH3:29])=[C:5]([CH:10]([OH:28])[CH2:11][N:12]2[CH2:17][CH2:16][N:15]([C:18]([O:20][C:21]([CH3:23])([CH3:24])[CH3:22])=[O:19])[CH2:14][CH:13]2[CH2:25][CH2:26][OH:27])[CH:6]=[CH:7][C:8]=1[F:9])#[N:2]. The catalyst class is: 14. Reactant: [C:1]([C:3]1[C:4]([CH3:29])=[C:5]([C:10](=[O:28])[CH2:11][N:12]2[CH2:17][CH2:16][N:15]([C:18]([O:20][C:21]([CH3:24])([CH3:23])[CH3:22])=[O:19])[CH2:14][CH:13]2[CH2:25][CH2:26][OH:27])[CH:6]=[CH:7][C:8]=1[F:9])#[N:2].[BH4-].[Na+].